Dataset: Full USPTO retrosynthesis dataset with 1.9M reactions from patents (1976-2016). Task: Predict the reactants needed to synthesize the given product. (1) Given the product [Br:1][C:2]1[N:6]=[C:5]([N:8]2[CH2:9][CH2:10][CH:11]([NH:14][C:15](=[O:21])[O:16][CH2:17][CH:18]([CH3:19])[CH3:20])[CH2:12][CH2:13]2)[S:4][N:3]=1, predict the reactants needed to synthesize it. The reactants are: [Br:1][C:2]1[N:6]=[C:5](Cl)[S:4][N:3]=1.[NH:8]1[CH2:13][CH2:12][CH:11]([NH:14][C:15](=[O:21])[O:16][CH2:17][CH:18]([CH3:20])[CH3:19])[CH2:10][CH2:9]1.CN(C=O)C. (2) Given the product [O:3]=[C:4]([N:22]1[CH2:27][CH2:26][N:25]([C:28](=[O:39])[C:29]2[CH:34]=[CH:33][CH:32]=[CH:31][C:30]=2[C:35]([F:37])([F:38])[F:36])[CH2:24][CH2:23]1)[CH2:5][NH:6][C:7]([C:9]1[CH:14]=[CH:13][C:12]([C:15]2[CH:16]=[CH:17][CH:18]=[CH:19][CH:20]=2)=[CH:11][C:10]=1[O:21][CH3:40])=[O:8], predict the reactants needed to synthesize it. The reactants are: CI.[O:3]=[C:4]([N:22]1[CH2:27][CH2:26][N:25]([C:28](=[O:39])[C:29]2[CH:34]=[CH:33][CH:32]=[CH:31][C:30]=2[C:35]([F:38])([F:37])[F:36])[CH2:24][CH2:23]1)[CH2:5][NH:6][C:7]([C:9]1[CH:14]=[CH:13][C:12]([C:15]2[CH:20]=[CH:19][CH:18]=[CH:17][CH:16]=2)=[CH:11][C:10]=1[OH:21])=[O:8].[C:40]([O-])([O-])=O.[K+].[K+]. (3) Given the product [Cl:29][C:24]1[CH:25]=[CH:26][CH:27]=[CH:28][C:23]=1[C:21]1[C:20]([Cl:30])=[CH:19][C:18]([O:31][CH3:32])=[C:17]([NH:16][CH2:15][C:14]([N:11]2[CH2:12][CH2:13][NH:8][CH2:9][CH2:10]2)=[O:33])[CH:22]=1, predict the reactants needed to synthesize it. The reactants are: C(OC([N:8]1[CH2:13][CH2:12][N:11]([C:14](=[O:33])[CH2:15][NH:16][C:17]2[CH:22]=[C:21]([C:23]3[CH:28]=[CH:27][CH:26]=[CH:25][C:24]=3[Cl:29])[C:20]([Cl:30])=[CH:19][C:18]=2[O:31][CH3:32])[CH2:10][CH2:9]1)=O)(C)(C)C.Cl.CO. (4) The reactants are: [Cl:1][C:2]1[N:7]=[CH:6][C:5]([CH2:8][NH:9][CH2:10][CH:11]([F:13])[F:12])=[CH:4][CH:3]=1.O[C:15]1[CH2:19][O:18][C:17](=[S:20])[CH:16]=1. Given the product [Cl:1][C:2]1[N:7]=[CH:6][C:5]([CH2:8][N:9]([CH2:10][CH:11]([F:13])[F:12])[C:15]2[CH2:19][O:18][C:17](=[S:20])[CH:16]=2)=[CH:4][CH:3]=1, predict the reactants needed to synthesize it. (5) Given the product [F:1][C:2]([F:43])([C:29]1[CH:30]=[CH:31][C:32]([O:35][CH2:36][CH2:37][CH2:38][C:39]([F:42])([F:41])[F:40])=[CH:33][CH:34]=1)[O:3][C:4]1[CH:9]=[CH:8][C:7](/[CH:10]=[CH:11]/[C:12]([O:14][CH2:15][CH2:16][C:17]2[CH:22]=[CH:21][C:20]([NH2:23])=[CH:19][C:18]=2[NH2:26])=[O:13])=[CH:6][CH:5]=1, predict the reactants needed to synthesize it. The reactants are: [F:1][C:2]([F:43])([C:29]1[CH:34]=[CH:33][C:32]([O:35][CH2:36][CH2:37][CH2:38][C:39]([F:42])([F:41])[F:40])=[CH:31][CH:30]=1)[O:3][C:4]1[CH:9]=[CH:8][C:7](/[CH:10]=[CH:11]/[C:12]([O:14][CH2:15][CH2:16][C:17]2[CH:22]=[CH:21][C:20]([N+:23]([O-])=O)=[CH:19][C:18]=2[N+:26]([O-])=O)=[O:13])=[CH:6][CH:5]=1. (6) Given the product [C:16]([O:15][C:11]([NH:12][N:13]=[CH:6][C:5]1[CH:8]=[CH:9][C:2]([OH:1])=[C:3]([CH3:10])[CH:4]=1)=[O:14])([CH3:19])([CH3:18])[CH3:17], predict the reactants needed to synthesize it. The reactants are: [OH:1][C:2]1[CH:9]=[CH:8][C:5]([CH:6]=O)=[CH:4][C:3]=1[CH3:10].[C:11]([O:15][C:16]([CH3:19])([CH3:18])[CH3:17])(=[O:14])[NH:12][NH2:13]. (7) Given the product [CH3:19][O:18][C:16](=[O:17])[CH2:15][O:14][C:12]1[CH:11]=[CH:10][C:9]([F:20])=[C:8]2[C:13]=1[C:4]([O:3][CH:2]([F:33])[F:1])=[C:5]([CH2:23][C:24]1[CH:29]=[CH:28][C:27]([N:38]3[CH:39]=[CH:40][N:41]=[C:37]3[CH:34]([CH3:36])[CH3:35])=[CH:26][CH:25]=1)[C:6]([CH2:21][CH3:22])=[N:7]2, predict the reactants needed to synthesize it. The reactants are: [F:1][CH:2]([F:33])[O:3][C:4]1[C:13]2[C:8](=[C:9]([F:20])[CH:10]=[CH:11][C:12]=2[O:14][CH2:15][C:16]([O:18][CH3:19])=[O:17])[N:7]=[C:6]([CH2:21][CH3:22])[C:5]=1[CH2:23][C:24]1[CH:29]=[CH:28][C:27](B(O)O)=[CH:26][CH:25]=1.[CH:34]([C:37]1[NH:38][CH:39]=[CH:40][N:41]=1)([CH3:36])[CH3:35]. (8) Given the product [C:21]([O:20][C:19]([NH:18][C:15]1[S:16][CH:17]=[C:13]([CH2:12][CH2:11][N:10]([C:7]2[CH:6]=[CH:5][C:4]([N+:1]([O-:3])=[O:2])=[CH:9][N:8]=2)[C:26](=[O:27])[O:28][C:29]([CH3:32])([CH3:31])[CH3:30])[N:14]=1)=[O:25])([CH3:22])([CH3:24])[CH3:23], predict the reactants needed to synthesize it. The reactants are: [N+:1]([C:4]1[CH:5]=[CH:6][C:7]([NH:10][CH2:11][CH2:12][C:13]2[N:14]=[C:15]([NH:18][C:19](=[O:25])[O:20][C:21]([CH3:24])([CH3:23])[CH3:22])[S:16][CH:17]=2)=[N:8][CH:9]=1)([O-:3])=[O:2].[C:26](O[C:26]([O:28][C:29]([CH3:32])([CH3:31])[CH3:30])=[O:27])([O:28][C:29]([CH3:32])([CH3:31])[CH3:30])=[O:27]. (9) Given the product [F:1][C:2]1[CH:10]=[C:9]2[C:5]([CH:6]=[CH:7][NH:8]2)=[C:4]([CH2:11][NH2:12])[CH:3]=1, predict the reactants needed to synthesize it. The reactants are: [F:1][C:2]1[CH:3]=[C:4]([C:11]#[N:12])[C:5]2[CH:6]=[CH:7][NH:8][C:9]=2[CH:10]=1.